From a dataset of Forward reaction prediction with 1.9M reactions from USPTO patents (1976-2016). Predict the product of the given reaction. Given the reactants [CH2:1]([C:3]1[CH:8]=[CH:7][C:6]([CH:9]2[CH2:14][N:13]([C:15]([N:17]3[CH2:22][CH2:21][O:20][CH2:19][CH2:18]3)=[O:16])[CH2:12][CH:11]([C:23](=[S:25])[NH2:24])[CH2:10]2)=[CH:5][CH:4]=1)[CH3:2].Br[CH2:27][C:28](=O)[C:29]([O:31][CH2:32][CH3:33])=[O:30], predict the reaction product. The product is: [CH2:1]([C:3]1[CH:8]=[CH:7][C:6]([CH:9]2[CH2:14][N:13]([C:15]([N:17]3[CH2:22][CH2:21][O:20][CH2:19][CH2:18]3)=[O:16])[CH2:12][CH:11]([C:23]3[S:25][CH:27]=[C:28]([C:29]([O:31][CH2:32][CH3:33])=[O:30])[N:24]=3)[CH2:10]2)=[CH:5][CH:4]=1)[CH3:2].